From a dataset of Full USPTO retrosynthesis dataset with 1.9M reactions from patents (1976-2016). Predict the reactants needed to synthesize the given product. (1) Given the product [CH2:3]([NH:5][C:6]([NH:8][C:9]1[N:40]=[C:12]2[CH:13]=[C:14]([C:22]3[CH:23]=[N:24][C:25]([N:28]4[CH2:29][CH2:30][C:31]([CH3:39])([C:34]([OH:36])=[O:35])[CH2:32][CH2:33]4)=[N:26][CH:27]=3)[CH:15]=[C:16]([N:17]3[CH:21]=[CH:20][CH:19]=[N:18]3)[N:11]2[N:10]=1)=[O:7])[CH3:4], predict the reactants needed to synthesize it. The reactants are: [OH-].[Na+].[CH2:3]([NH:5][C:6]([NH:8][C:9]1[N:40]=[C:12]2[CH:13]=[C:14]([C:22]3[CH:23]=[N:24][C:25]([N:28]4[CH2:33][CH2:32][C:31]([CH3:39])([C:34]([O:36]CC)=[O:35])[CH2:30][CH2:29]4)=[N:26][CH:27]=3)[CH:15]=[C:16]([N:17]3[CH:21]=[CH:20][CH:19]=[N:18]3)[N:11]2[N:10]=1)=[O:7])[CH3:4]. (2) Given the product [C:1]([O:6][C:7]12[CH2:16][C:11]3([O:17][C:32](=[O:35])[C:20]([F:31])([F:30])[F:19])[CH2:12][CH:13]([CH2:15][C:9]([O:18][C:21](=[O:22])[C:20]([F:31])([F:19])[F:30])([CH2:10]3)[CH2:8]1)[CH2:14]2)(=[O:5])[C:2]([CH3:4])=[CH2:3], predict the reactants needed to synthesize it. The reactants are: [C:1]([O:6][C:7]12[CH2:16][C:11]3([OH:17])[CH2:12][CH:13]([CH2:15][C:9]([OH:18])([CH2:10]3)[CH2:8]1)[CH2:14]2)(=[O:5])[C:2]([CH3:4])=[CH2:3].[F:19][C:20]([F:31])([F:30])[C:21](O[C:21](=[O:22])[C:20]([F:31])([F:30])[F:19])=[O:22].[C:32](=[O:35])(O)[O-].[Na+]. (3) Given the product [F:36][C:2]([F:1])([F:35])[O:3][C:4]1[CH:5]=[CH:6][C:7]([N:10]2[CH:14]=[N:13][C:12]([C:15]3[CH:20]=[CH:19][C:18]([CH2:21][CH2:22][CH2:23][NH2:24])=[CH:17][CH:16]=3)=[N:11]2)=[CH:8][CH:9]=1, predict the reactants needed to synthesize it. The reactants are: [F:1][C:2]([F:36])([F:35])[O:3][C:4]1[CH:9]=[CH:8][C:7]([N:10]2[CH:14]=[N:13][C:12]([C:15]3[CH:20]=[CH:19][C:18]([CH2:21][CH2:22][CH2:23][N:24]4C(=O)C5C(=CC=CC=5)C4=O)=[CH:17][CH:16]=3)=[N:11]2)=[CH:6][CH:5]=1.CO.O.NN. (4) Given the product [CH2:1]([N:8]1[CH2:9][CH2:10][O:11][CH2:12][C@H:13]1[CH2:14][CH3:15])[C:2]1[CH:7]=[CH:6][CH:5]=[CH:4][CH:3]=1, predict the reactants needed to synthesize it. The reactants are: [CH2:1]([N:8]1[C@H:13]([CH2:14][CH3:15])[CH2:12][O:11][CH2:10][C:9]1=O)[C:2]1[CH:7]=[CH:6][CH:5]=[CH:4][CH:3]=1.[H-].[Al+3].[Li+].[H-].[H-].[H-]. (5) Given the product [C:7]([O:1][CH2:2][CH:3]([OH:4])[CH2:5][O:6][C:7]([C:8]1[CH:13]=[CH:12][CH:11]=[CH:10][CH:9]=1)([C:20]1[CH:21]=[CH:22][CH:23]=[CH:24][CH:25]=1)[C:14]1[CH:15]=[CH:16][CH:17]=[CH:18][CH:19]=1)([C:20]1[CH:25]=[CH:24][CH:23]=[CH:22][CH:21]=1)([C:14]1[CH:19]=[CH:18][CH:17]=[CH:16][CH:15]=1)[C:8]1[CH:13]=[CH:12][CH:11]=[CH:10][CH:9]=1, predict the reactants needed to synthesize it. The reactants are: [OH:1][CH2:2][CH:3]([CH2:5][OH:6])[OH:4].[C:7](Cl)([C:20]1[CH:25]=[CH:24][CH:23]=[CH:22][CH:21]=1)([C:14]1[CH:19]=[CH:18][CH:17]=[CH:16][CH:15]=1)[C:8]1[CH:13]=[CH:12][CH:11]=[CH:10][CH:9]=1. (6) Given the product [OH:8][C:6]1[CH:5]=[C:4]2[C:3]([C:13](=[O:14])[CH2:12][C:11]([CH3:16])([CH3:10])[O:9]2)=[C:2]([CH3:1])[CH:7]=1, predict the reactants needed to synthesize it. The reactants are: [CH3:1][C:2]1[CH:3]=[C:4]([OH:9])[CH:5]=[C:6]([OH:8])[CH:7]=1.[CH3:10][C:11]([CH3:16])=[CH:12][C:13](O)=[O:14].[Cl-].[Al+3].[Cl-].[Cl-].P(Cl)(Cl)(Cl)=O.